Dataset: Reaction yield outcomes from USPTO patents with 853,638 reactions. Task: Predict the reaction yield, written as a fraction of the theoretical maximum amount of product (1.0 means a 100% yield; for example, 0.34 means a 34% yield). (1) The reactants are [Cl-].O[NH3+:3].[C:4](=[O:7])([O-])[OH:5].[Na+].CS(C)=O.[CH2:13]([C:15]1[N:16]([C:40]2[CH:45]=[CH:44][C:43]([O:46][CH:47]3[CH2:51][CH2:50][CH2:49][C@H:48]3[OH:52])=[CH:42][CH:41]=2)[C:17](=[O:39])[C:18]([CH2:24][C:25]2[CH:30]=[CH:29][C:28]([C:31]3[C:32]([C:37]#[N:38])=[CH:33][CH:34]=[CH:35][CH:36]=3)=[CH:27][CH:26]=2)=[C:19]([CH2:21][CH2:22][CH3:23])[N:20]=1)[CH3:14]. The catalyst is O. The product is [CH2:13]([C:15]1[N:16]([C:40]2[CH:45]=[CH:44][C:43]([O:46][CH:47]3[CH2:51][CH2:50][CH2:49][C@H:48]3[OH:52])=[CH:42][CH:41]=2)[C:17](=[O:39])[C:18]([CH2:24][C:25]2[CH:26]=[CH:27][C:28]([C:31]3[CH:36]=[CH:35][CH:34]=[CH:33][C:32]=3[C:37]3[NH:3][C:4](=[O:7])[O:5][N:38]=3)=[CH:29][CH:30]=2)=[C:19]([CH2:21][CH2:22][CH3:23])[N:20]=1)[CH3:14]. The yield is 0.440. (2) The reactants are C(OC([N:11]1[CH2:15][CH:14]2[CH2:16][CH:17]([CH2:19][O:20][C:21]3[CH:30]=[C:29]4[C:24]([C:25]([O:31][C:32]5[CH:37]=[CH:36][C:35]([N+:38]([O-:40])=[O:39])=[CH:34][C:33]=5[F:41])=[CH:26][CH:27]=[N:28]4)=[CH:23][C:22]=3[O:42][CH3:43])[CH2:18][CH:13]2[CH2:12]1)=O)C1C=CC=CC=1.Br. The catalyst is C(O)(=O)C.CCOC(C)=O. The product is [F:41][C:33]1[CH:34]=[C:35]([N+:38]([O-:40])=[O:39])[CH:36]=[CH:37][C:32]=1[O:31][C:25]1[C:24]2[C:29](=[CH:30][C:21]([O:20][CH2:19][CH:17]3[CH2:18][CH:13]4[CH2:12][NH:11][CH2:15][CH:14]4[CH2:16]3)=[C:22]([O:42][CH3:43])[CH:23]=2)[N:28]=[CH:27][CH:26]=1. The yield is 0.950.